Predict the reaction yield, written as a fraction of the theoretical maximum amount of product (1.0 means a 100% yield; for example, 0.34 means a 34% yield). From a dataset of Reaction yield outcomes from USPTO patents with 853,638 reactions. (1) The reactants are [NH2:1][C:2]1[S:3][C:4]2[CH:10]=[C:9]([O:11][C:12]3[CH:13]=[C:14]([NH:19][C:20](=[O:32])[C:21]4[CH:26]=[CH:25][CH:24]=[C:23]([C:27]([C:30]#[N:31])([CH3:29])[CH3:28])[CH:22]=4)[CH:15]=[CH:16][C:17]=3[CH3:18])[CH:8]=[CH:7][C:5]=2[N:6]=1.[CH:33]1([C:36](Cl)=[O:37])[CH2:35][CH2:34]1. The catalyst is CN(C)C1C=CN=CC=1. The product is [C:30]([C:27]([C:23]1[CH:22]=[C:21]([CH:26]=[CH:25][CH:24]=1)[C:20]([NH:19][C:14]1[CH:15]=[CH:16][C:17]([CH3:18])=[C:12]([O:11][C:9]2[CH:8]=[CH:7][C:5]3[N:6]=[C:2]([NH:1][C:36]([CH:33]4[CH2:35][CH2:34]4)=[O:37])[S:3][C:4]=3[CH:10]=2)[CH:13]=1)=[O:32])([CH3:29])[CH3:28])#[N:31]. The yield is 0.450. (2) The reactants are [C:1]([O:7][CH2:8][CH3:9])(=[O:6])[CH2:2][C:3]([CH3:5])=O.[F:10][C:11]1[C:18]([F:19])=[CH:17][CH:16]=[CH:15][C:12]=1[CH:13]=O.[NH4+:20].[OH-:21]. The catalyst is CCO.C(Cl)Cl. The product is [F:10][C:11]1[C:18]([F:19])=[CH:17][CH:16]=[CH:15][C:12]=1[CH:13]1[C:2]([C:1]([O:7][CH2:8][CH3:9])=[O:6])=[C:3]([CH3:5])[NH:20][C:3]([CH3:5])=[C:2]1[C:1]([O:7][CH2:8][CH3:9])=[O:21]. The yield is 0.690. (3) The reactants are Br[CH:2]1[CH2:6][CH2:5][N:4]([C:7]2[CH:8]=[N:9][N:10]([C:15]3[CH:20]=[CH:19][C:18]([Cl:21])=[CH:17][CH:16]=3)[C:11]=2[CH:12]([CH3:14])[CH3:13])[C:3]1=[O:22].[CH3:23][C:24]1[NH:25][CH:26]=[C:27]([C:29]([F:32])([F:31])[F:30])[N:28]=1.C([O-])([O-])=O.[K+].[K+]. The catalyst is CN(C=O)C. The product is [Cl:21][C:18]1[CH:19]=[CH:20][C:15]([N:10]2[C:11]([CH:12]([CH3:14])[CH3:13])=[C:7]([N:4]3[CH2:5][CH2:6][CH:2]([N:25]4[CH:26]=[C:27]([C:29]([F:32])([F:31])[F:30])[N:28]=[C:24]4[CH3:23])[C:3]3=[O:22])[CH:8]=[N:9]2)=[CH:16][CH:17]=1. The yield is 0.210. (4) The reactants are [CH:1]1([C:4]2[C:5]([N+:15]([O-:17])=[O:16])=[CH:6][C:7]([N+:12]([O-:14])=O)=[C:8]([CH:11]=2)[CH:9]=O)[CH2:3][CH2:2]1.[Br:18][C:19]1[CH:25]=[CH:24][C:22]([NH2:23])=[CH:21][CH:20]=1.[C-:26]#[N:27].[Na+].C(OC(=O)C)(=O)C. The catalyst is C(O)(=O)C. The product is [Br:18][C:19]1[CH:25]=[CH:24][C:22]([N:23]2[C:9]([C:26]#[N:27])=[C:8]3[C:7]([CH:6]=[C:5]([N+:15]([O-:17])=[O:16])[C:4]([CH:1]4[CH2:2][CH2:3]4)=[CH:11]3)=[N+:12]2[O-:14])=[CH:21][CH:20]=1. The yield is 0.390. (5) The reactants are [F:1][C:2]1[CH:7]=[C:6]([O:8][CH3:9])[CH:5]=[CH:4][C:3]=1[C:10]1[CH:15]=[CH:14][N:13]([C:16]2[CH:21]=[CH:20][C:19]3[C:22]4[CH2:23][NH:24][CH2:25][CH2:26][C:27]=4[O:28][C:18]=3[CH:17]=2)[C:12](=[O:29])[CH:11]=1.[ClH:30].CCOCC. The catalyst is CO. The product is [ClH:30].[F:1][C:2]1[CH:7]=[C:6]([O:8][CH3:9])[CH:5]=[CH:4][C:3]=1[C:10]1[CH:15]=[CH:14][N:13]([C:16]2[CH:21]=[CH:20][C:19]3[C:22]4[CH2:23][NH:24][CH2:25][CH2:26][C:27]=4[O:28][C:18]=3[CH:17]=2)[C:12](=[O:29])[CH:11]=1. The yield is 0.950. (6) The yield is 0.780. The product is [CH2:1]([N:8]1[CH2:13][CH2:12][CH:11]([NH:14][C:15]2[CH:23]=[CH:22][C:18]([C:19]([NH2:21])=[O:20])=[C:17]([O:24][CH2:26][CH2:27][CH3:28])[CH:16]=2)[CH2:10][CH2:9]1)[C:2]1[CH:3]=[CH:4][CH:5]=[CH:6][CH:7]=1. The reactants are [CH2:1]([N:8]1[CH2:13][CH2:12][CH:11]([NH:14][C:15]2[CH:23]=[CH:22][C:18]([C:19]([NH2:21])=[O:20])=[C:17]([OH:24])[CH:16]=2)[CH2:10][CH2:9]1)[C:2]1[CH:7]=[CH:6][CH:5]=[CH:4][CH:3]=1.Br[CH2:26][CH2:27][CH3:28].C(=O)([O-])[O-].[K+].[K+].O. The catalyst is CN(C)C=O.